This data is from Full USPTO retrosynthesis dataset with 1.9M reactions from patents (1976-2016). The task is: Predict the reactants needed to synthesize the given product. (1) The reactants are: [C:1]([C:6]1[CH:7]=[C:8]2[C:16](=[CH:17][CH:18]=1)[NH:15][C:14]1[C:13]([O:19][C:20]([O:22][CH2:23][CH3:24])=[O:21])=[C:12]3[NH:25][C:26]4[CH:27]=[CH:28][C:29]([C:32]([O:34][CH2:35][CH3:36])=[O:33])=[CH:30][C:31]=4[C:11]3=[CH:10][C:9]2=1)([O:3][CH2:4][CH3:5])=[O:2].[Li][C:38]([CH3:41])([CH3:40])[CH3:39].CCCCC.BrC1C=C2C(=CC=1)N([C:61]([O:63][C:64]([CH3:67])([CH3:66])[CH3:65])=[O:62])C1C(OC(OCC)=O)=C3N(C(OC(C)(C)C)=O)C4C=CC(Br)=CC=4C3=CC2=1.Cl[C:90]([O:92]CC)=[O:91].[NH4+].[Cl-]. Given the product [C:90]([C:30]1[C:29]([C:32]([O:34][CH2:35][CH3:36])=[O:33])=[CH:28][CH:27]=[C:26]2[C:31]=1[C:11]1[C:12](=[N:25]2)[C:13]([O:19][C:20]([O:22][CH2:23][CH3:24])=[O:21])=[C:14]2[N:15]=[C:16]3[C:8]([CH:7]=[C:6]([C:1]([O:3][CH:4]([C:61]([O:63][C:64]([CH3:67])([CH3:66])[CH3:65])=[O:62])[CH3:5])=[O:2])[CH:18]=[CH:17]3)=[C:9]2[CH:10]=1)([O:92][C:38]([CH3:41])([CH3:40])[CH3:39])=[O:91], predict the reactants needed to synthesize it. (2) Given the product [CH:37]1([NH:36][C:33]([C:30]2[CH:29]=[C:28]([C:7]3[C:8]4[C:15](=[O:16])[N:14]5[C@H:10]([C:9]=4[N:17]=[C:18]([CH2:19][CH2:20][C:21]4[CH:26]=[CH:25][C:24]([F:27])=[CH:23][CH:22]=4)[C:6]=3[C:4]([O:3][CH2:1][CH3:2])=[O:5])[CH2:11][CH2:12][CH2:13]5)[O:32][CH:31]=2)=[O:35])[C:45]2[C:40](=[CH:41][CH:42]=[CH:43][CH:44]=2)[CH2:39][CH2:38]1, predict the reactants needed to synthesize it. The reactants are: [CH2:1]([O:3][C:4]([C:6]1[C:18]([CH2:19][CH2:20][C:21]2[CH:26]=[CH:25][C:24]([F:27])=[CH:23][CH:22]=2)=[N:17][C:9]2[C@H:10]3[N:14]([C:15](=[O:16])[C:8]=2[C:7]=1[C:28]1[O:32][CH:31]=[C:30]([C:33]([OH:35])=O)[CH:29]=1)[CH2:13][CH2:12][CH2:11]3)=[O:5])[CH3:2].[NH2:36][CH:37]1[C:45]2[C:40](=[CH:41][CH:42]=[CH:43][CH:44]=2)[CH2:39][CH2:38]1.CCN=C=NCCCN(C)C.C1C=CC2N(O)N=NC=2C=1.Cl.